From a dataset of HIV replication inhibition screening data with 41,000+ compounds from the AIDS Antiviral Screen. Binary Classification. Given a drug SMILES string, predict its activity (active/inactive) in a high-throughput screening assay against a specified biological target. (1) The molecule is Cc1c(C)c(C)c2c(c1C)CC2=NO. The result is 0 (inactive). (2) The compound is Cc1cn(C2CC(N=[N+]=[N-])C(COC(=O)CCCCCCCCCCOc3ccc(I)cc3)O2)c(=O)[nH]c1=O. The result is 1 (active).